Dataset: Full USPTO retrosynthesis dataset with 1.9M reactions from patents (1976-2016). Task: Predict the reactants needed to synthesize the given product. (1) Given the product [CH3:1][C@@H:2]1[O:7][C@H:6]2[CH2:8][C:9]3[CH:10]=[CH:11][CH:12]=[CH:13][C:14]=3[C@H:5]2[N:4]([C:16]2[CH:17]=[CH:18][C:19]3[O:20][CH2:21][C:22](=[O:26])[NH:23][C:24]=3[N:25]=2)[CH2:3]1, predict the reactants needed to synthesize it. The reactants are: [CH3:1][CH:2]1[O:7][C@H:6]2[CH2:8][C:9]3[CH:10]=[CH:11][CH:12]=[CH:13][C:14]=3[C@H:5]2[NH:4][CH2:3]1.Br[C:16]1[CH:17]=[CH:18][C:19]2[O:20][CH2:21][C:22](=[O:26])[NH:23][C:24]=2[N:25]=1. (2) Given the product [O:30]=[C:31]([N:1]1[CH2:6][CH2:5][CH2:4][C@@H:3]([NH:7][C:8]2[CH:13]=[N:12][CH:11]=[C:10]([C:14]3[CH:15]=[N:16][N:17]4[CH:22]=[CH:21][N:20]=[CH:19][C:18]=34)[N:9]=2)[CH2:2]1)[CH2:32][C:33]#[N:34], predict the reactants needed to synthesize it. The reactants are: [NH:1]1[CH2:6][CH2:5][CH2:4][C@@H:3]([NH:7][C:8]2[CH:13]=[N:12][CH:11]=[C:10]([C:14]3[CH:15]=[N:16][N:17]4[CH:22]=[CH:21][N:20]=[CH:19][C:18]=34)[N:9]=2)[CH2:2]1.O=C1CCC(=O)N1[O:30][C:31](=O)[CH2:32][C:33]#[N:34].C(N(CC)CC)C. (3) Given the product [F:23][C:24]1[CH:25]=[CH:26][C:27]([C:30]2[O:34][C:33]([S:35]([CH3:38])(=[O:37])=[O:36])=[N:32][C:31]=2[C:39]([NH:2][C:3]2[CH:4]=[CH:5][C:6]([CH3:22])=[C:7]([NH:9][C:10]3[CH:11]=[C:12]4[C:17](=[CH:18][CH:19]=3)[N:16]=[CH:15][N:14]([CH3:20])[C:13]4=[O:21])[CH:8]=2)=[O:40])=[CH:28][CH:29]=1, predict the reactants needed to synthesize it. The reactants are: Cl.[NH2:2][C:3]1[CH:4]=[CH:5][C:6]([CH3:22])=[C:7]([NH:9][C:10]2[CH:11]=[C:12]3[C:17](=[CH:18][CH:19]=2)[N:16]=[CH:15][N:14]([CH3:20])[C:13]3=[O:21])[CH:8]=1.[F:23][C:24]1[CH:29]=[CH:28][C:27]([C:30]2[O:34][C:33]([S:35]([CH3:38])(=[O:37])=[O:36])=[N:32][C:31]=2[C:39](O)=[O:40])=[CH:26][CH:25]=1.CN(C(ON1N=NC2C=CC=NC1=2)=[N+](C)C)C.F[P-](F)(F)(F)(F)F.CCN(C(C)C)C(C)C. (4) Given the product [CH:30]1([N:36]([C@H:37]2[CH2:38][CH2:39][C@H:40]([CH3:43])[CH2:41][CH2:42]2)[C:8](=[O:23])[NH:9][C:10]2[S:11][C:12]([S:15]([N:18]([CH2:19][C:20]([OH:22])=[O:21])[CH3:44])(=[O:17])=[O:16])=[CH:13][N:14]=2)[CH2:31][CH2:32][CH2:33][CH2:34][CH2:35]1, predict the reactants needed to synthesize it. The reactants are: C1(N(C2CCCCC2)[C:8](=[O:23])[NH:9][C:10]2[S:11][C:12]([S:15]([NH:18][CH2:19][C:20]([OH:22])=[O:21])(=[O:17])=[O:16])=[CH:13][N:14]=2)CCCCC1.[CH:30]1([NH:36][C@H:37]2[CH2:42][CH2:41][C@H:40]([CH3:43])[CH2:39][CH2:38]2)[CH2:35][CH2:34][CH2:33][CH2:32][CH2:31]1.[CH3:44]OC(=O)CNCS(C1SC(N)=NC=1)(=O)=O. (5) Given the product [CH3:8][O:7][C:6]1[C:4]([S:18]([C:21]([F:24])([F:23])[F:22])(=[O:20])=[O:19])=[C:3]([CH:11]=[CH:10][CH:9]=1)[CH:2]=[O:1], predict the reactants needed to synthesize it. The reactants are: [O:1]=[CH:2][C:3]1[CH:11]=[CH:10][CH:9]=[C:6]([O:7][CH3:8])[C:4]=1O.N1C=CC=CC=1.[S:18](O[S:18]([C:21]([F:24])([F:23])[F:22])(=[O:20])=[O:19])([C:21]([F:24])([F:23])[F:22])(=[O:20])=[O:19]. (6) Given the product [C:8]([C:5]1[N:6]=[CH:7][C:2]([CH2:17][CH2:18][OH:19])=[CH:3][CH:4]=1)([CH3:11])([CH3:10])[CH3:9], predict the reactants needed to synthesize it. The reactants are: Br[C:2]1[CH:3]=[CH:4][C:5]([C:8]([CH3:11])([CH3:10])[CH3:9])=[N:6][CH:7]=1.[Li]CCCC.[CH2:17]1[O:19][CH2:18]1. (7) The reactants are: [F:1][C:2]1[CH:7]=[C:6]([F:8])[CH:5]=[CH:4][C:3]=1[CH2:9][CH2:10][NH:11][C:12]([C:14]1[N:15]=[N:16][C:17](Cl)=[CH:18][CH:19]=1)=[O:13].[N:21]1([C:27]([C:29]2[CH:34]=[CH:33][CH:32]=[CH:31][C:30]=2[C:35]([F:38])([F:37])[F:36])=[O:28])[CH2:26][CH2:25][NH:24][CH2:23][CH2:22]1. Given the product [F:1][C:2]1[CH:7]=[C:6]([F:8])[CH:5]=[CH:4][C:3]=1[CH2:9][CH2:10][NH:11][C:12]([C:14]1[N:15]=[N:16][C:17]([N:24]2[CH2:25][CH2:26][N:21]([C:27](=[O:28])[C:29]3[CH:34]=[CH:33][CH:32]=[CH:31][C:30]=3[C:35]([F:38])([F:36])[F:37])[CH2:22][CH2:23]2)=[CH:18][CH:19]=1)=[O:13], predict the reactants needed to synthesize it. (8) Given the product [Br:10][C:11]1[CH:12]=[CH:13][C:14]([C:1]([CH3:4])([CH3:3])[CH3:2])=[N:15][CH:16]=1, predict the reactants needed to synthesize it. The reactants are: [C:1]([Mg]Cl)([CH3:4])([CH3:3])[CH3:2].C([Cu])#N.[Br:10][C:11]1[CH:12]=[CH:13][C:14](I)=[N:15][CH:16]=1.[OH-].[NH4+]. (9) Given the product [OH:4][CH:5]1[C:14]2=[N:13][C:12]([C:15]3[CH:20]=[CH:19][C:18]([CH3:21])=[CH:17][CH:16]=3)=[C:11]([C:22]3[CH:27]=[CH:26][C:25]([CH3:28])=[CH:24][CH:23]=3)[N:10]=[C:9]2[N:8]([CH2:29][CH2:30][CH2:31][CH2:32][CH2:33][CH2:34][C:35]([NH:58][S:55]([CH3:54])(=[O:57])=[O:56])=[O:37])[CH2:7][CH2:6]1, predict the reactants needed to synthesize it. The reactants are: N=C=N.[OH:4][CH:5]1[C:14]2[C:9](=[N:10][C:11]([C:22]3[CH:27]=[CH:26][C:25]([CH3:28])=[CH:24][CH:23]=3)=[C:12]([C:15]3[CH:20]=[CH:19][C:18]([CH3:21])=[CH:17][CH:16]=3)[N:13]=2)[N:8]([CH2:29][CH2:30][CH2:31][CH2:32][CH2:33][CH2:34][C:35]([OH:37])=O)[CH2:7][CH2:6]1.C1CCC(NCC(F)=C2CCCCC2)CC1.[CH3:54][S:55]([NH2:58])(=[O:57])=[O:56].